This data is from CYP2C19 inhibition data for predicting drug metabolism from PubChem BioAssay. The task is: Regression/Classification. Given a drug SMILES string, predict its absorption, distribution, metabolism, or excretion properties. Task type varies by dataset: regression for continuous measurements (e.g., permeability, clearance, half-life) or binary classification for categorical outcomes (e.g., BBB penetration, CYP inhibition). Dataset: cyp2c19_veith. (1) The compound is Cc1ccc(-n2c(O)cnc2Nc2nc(C)cc(C)n2)cc1. The result is 0 (non-inhibitor). (2) The molecule is O=C(/C=C/c1ccc(F)cc1)NCCC1=CCCCC1. The result is 1 (inhibitor). (3) The molecule is NNC(=O)CNC(c1ccccc1)c1cc(Br)ccc1NC(=O)c1ccccc1Br. The result is 1 (inhibitor). (4) The molecule is CC(=O)OC[C@@H]1O[C@@H](O/N=C2/C[C@@H](O)[C@@H](O)[C@@H]3[C@@H]4C(=O)N(C(C)(C)C)C(=O)[C@H]4CC[C@@H]23)[C@H](OC(C)=O)[C@H](OC(C)=O)[C@@H]1OC(C)=O. The result is 0 (non-inhibitor). (5) The drug is CCC(=O)NC(NCC1CCCO1)C(Cl)(Cl)Cl. The result is 0 (non-inhibitor). (6) The compound is N[C@H]1CCN(O)C1=O. The result is 0 (non-inhibitor).